This data is from Reaction yield outcomes from USPTO patents with 853,638 reactions. The task is: Predict the reaction yield, written as a fraction of the theoretical maximum amount of product (1.0 means a 100% yield; for example, 0.34 means a 34% yield). (1) The reactants are Cl[C:2]1[N:7]=[C:6]([Cl:8])[N:5]=[C:4]([N:9]2[CH2:14][CH2:13][O:12][CH2:11][CH2:10]2)[N:3]=1.Cl.[CH:16]12[NH:23][CH:20]([CH2:21][CH2:22]1)[CH2:19][O:18][CH2:17]2.CCN(CC)CC. The catalyst is C(Cl)Cl. The product is [Cl:8][C:6]1[N:5]=[C:4]([N:9]2[CH2:14][CH2:13][O:12][CH2:11][CH2:10]2)[N:3]=[C:2]([N:23]2[CH:16]3[CH2:22][CH2:21][CH:20]2[CH2:19][O:18][CH2:17]3)[N:7]=1. The yield is 0.960. (2) The reactants are [O:1]1[C:3]2[CH2:4][CH2:5][CH2:6][C:2]1=2.[F:7][C:8]1[CH:13]=[C:12]([SH:14])[CH:11]=[CH:10][C:9]=1[CH:15]([CH3:20])[C:16]([O:18]C)=[O:17]. The catalyst is ClCCl. The product is [F:7][C:8]1[CH:13]=[C:12]([S:14][C@H:2]2[CH2:6][CH2:5][CH2:4][C@@H:3]2[OH:1])[CH:11]=[CH:10][C:9]=1[CH:15]([CH3:20])[C:16]([OH:18])=[O:17]. The yield is 0.840. (3) The reactants are [Br:1][C:2]1[C:3](F)=[C:4]2[C:10]([NH:11][C:12](=[O:16])[CH:13]([CH3:15])[CH3:14])=[CH:9][NH:8][C:5]2=[N:6][CH:7]=1.C(OC(=O)[NH:27][C@H:28]1[C@@H:33]([F:34])[CH2:32][CH2:31][NH:30][CH2:29]1)C1C=CC=CC=1.CCN(C(C)C)C(C)C.[Si](I)(C)(C)C.C(Cl)[Cl:51]. The catalyst is CCCCO. The product is [ClH:51].[NH2:27][C@H:28]1[C@@H:33]([F:34])[CH2:32][CH2:31][N:30]([C:3]2[C:2]([Br:1])=[CH:7][N:6]=[C:5]3[NH:8][CH:9]=[C:10]([NH:11][C:12](=[O:16])[CH:13]([CH3:15])[CH3:14])[C:4]=23)[CH2:29]1. The yield is 0.210. (4) The reactants are FC(F)(F)C(O)=O.[Cl:8][C:9]1[CH:10]=[C:11]([CH:16]2[C:20]([C:23]3[CH:28]=[CH:27][C:26]([Cl:29])=[CH:25][C:24]=3[F:30])([C:21]#[N:22])[CH:19]([CH2:31][C:32]([CH3:35])([CH3:34])[CH3:33])[NH:18][CH:17]2[C:36](O)=[O:37])[CH:12]=[CH:13][C:14]=1[F:15].CC1(C)[O:44][C@H:43]([CH2:45][CH2:46][NH2:47])[CH2:42][O:41]1.CN(C(ON1N=NC2C=CC=NC1=2)=[N+](C)C)C.F[P-](F)(F)(F)(F)F.CCN(C(C)C)C(C)C.Cl. The catalyst is C(Cl)Cl.O1CCCC1. The product is [OH:44][C@@H:43]([CH2:42][OH:41])[CH2:45][CH2:46][NH:47][C:36]([CH:17]1[CH:16]([C:11]2[CH:12]=[CH:13][C:14]([F:15])=[C:9]([Cl:8])[CH:10]=2)[C:20]([C:23]2[CH:28]=[CH:27][C:26]([Cl:29])=[CH:25][C:24]=2[F:30])([C:21]#[N:22])[CH:19]([CH2:31][C:32]([CH3:35])([CH3:33])[CH3:34])[NH:18]1)=[O:37]. The yield is 0.740.